This data is from Full USPTO retrosynthesis dataset with 1.9M reactions from patents (1976-2016). The task is: Predict the reactants needed to synthesize the given product. (1) Given the product [F:8][C:5]1[CH:6]=[CH:7][C:2]2[N:18]([C:17]3[CH:19]=[CH:20][CH:21]=[CH:22][C:16]=3[CH3:15])[S:11](=[O:13])(=[O:12])[CH:10]([CH2:28][CH2:26][CH2:25][NH:24][CH3:23])[CH2:9][C:3]=2[CH:4]=1, predict the reactants needed to synthesize it. The reactants are: Br[C:2]1[CH:7]=[CH:6][C:5]([F:8])=[CH:4][C:3]=1[CH2:9][CH2:10][S:11](Cl)(=[O:13])=[O:12].[CH3:15][C:16]1[CH:22]=[CH:21][CH:20]=[CH:19][C:17]=1[NH2:18].[CH3:23][N:24](C)[CH2:25][CH3:26].[CH3:28]O. (2) Given the product [NH2:14][C:13]1[O:34][C:33]2[N:29]([CH3:23])[N:30]=[C:31]([C:35]3[CH:40]=[CH:39][CH:38]=[CH:37][CH:36]=3)[C:32]=2[CH:9]([C:6]2[CH:7]=[CH:8][C:3]([O:2][CH3:1])=[CH:4][CH:5]=2)[C:12]=1[C:11]#[N:15], predict the reactants needed to synthesize it. The reactants are: [CH3:1][O:2][C:3]1[CH:4]=[CH:5][C:6]([CH:9]=O)=[CH:7][CH:8]=1.[C:11](#[N:15])[CH2:12][C:13]#[N:14].C(N(CC)CC)C.[C:23]1([N:29]2[C:33](=[O:34])[CH2:32][C:31]([C:35]3[CH:40]=[CH:39][CH:38]=[CH:37][CH:36]=3)=[N:30]2)C=CC=CC=1. (3) Given the product [CH3:30][NH:32][C:27](=[O:29])[CH2:26][N:11]1[C@H:10]2[CH2:9][N:8]([C:6]([O:5][C:1]([CH3:3])([CH3:2])[CH3:4])=[O:7])[CH2:20][C@@H:19]2[C:18]2[CH:17]=[CH:16][CH:15]=[C:14]([C:21]([F:24])([F:22])[F:23])[C:13]=2[C:12]1=[O:25], predict the reactants needed to synthesize it. The reactants are: [C:1]([O:5][C:6]([N:8]1[CH2:20][C@H:19]2[C@@H:10]([N:11]([CH2:26][C:27]([OH:29])=O)[C:12](=[O:25])[C:13]3[C:14]([C:21]([F:24])([F:23])[F:22])=[CH:15][CH:16]=[CH:17][C:18]=32)[CH2:9]1)=[O:7])([CH3:4])([CH3:3])[CH3:2].[CH2:30]([N:32](CC)CC)C.ClC(OCC)=O.CN. (4) Given the product [CH2:1]([N:3]([C:12]1[NH:15][N:19]=[CH:22][N:27]=1)[NH:4][C:5]([O:7][C:8]([CH3:11])([CH3:10])[CH3:9])=[O:6])[CH3:2], predict the reactants needed to synthesize it. The reactants are: [CH2:1]([N:3]([C:12](=[NH:15])SC)[NH:4][C:5]([O:7][C:8]([CH3:11])([CH3:10])[CH3:9])=[O:6])[CH3:2].C([N:19]([CH:22](C)C)CC)(C)C.O.C[N:27](C)C=O. (5) The reactants are: [Si]([O:8][CH2:9][C:10]1([CH3:36])[S:16][CH2:15][CH2:14][N:13]2[C:17]([C:20]3([C:23]4[CH:28]=[CH:27][C:26]([C:29]5[CH:30]=[N:31][CH:32]=[CH:33][CH:34]=5)=[C:25]([F:35])[CH:24]=4)[CH2:22][CH2:21]3)=[N:18][N:19]=[C:12]2[CH2:11]1)(C(C)(C)C)(C)C.Cl. Given the product [F:35][C:25]1[CH:24]=[C:23]([C:20]2([C:17]3[N:13]4[CH2:14][CH2:15][S:16][C:10]([CH2:9][OH:8])([CH3:36])[CH2:11][C:12]4=[N:19][N:18]=3)[CH2:22][CH2:21]2)[CH:28]=[CH:27][C:26]=1[C:29]1[CH:30]=[N:31][CH:32]=[CH:33][CH:34]=1, predict the reactants needed to synthesize it. (6) Given the product [CH3:1][O:2][C:3]1[CH:12]=[C:11]2[C:6]([C:7]([S:13]([C:14]3[CH:15]=[CH:16][CH:17]=[CH:18][CH:19]=3)=[O:28])=[CH:8][CH:9]=[N:10]2)=[CH:5][CH:4]=1, predict the reactants needed to synthesize it. The reactants are: [CH3:1][O:2][C:3]1[CH:12]=[C:11]2[C:6]([C:7]([S:13][C:14]3[CH:19]=[CH:18][CH:17]=[CH:16][CH:15]=3)=[CH:8][CH:9]=[N:10]2)=[CH:5][CH:4]=1.C1C=C(Cl)C=C(C(OO)=[O:28])C=1.C([O-])(O)=O.[Na+].CO. (7) Given the product [CH3:14][O:15][C:16]1[CH:17]=[C:18]([CH:22]=[CH:23][C:24]=1[O:25][CH3:26])[C:19]1[O:13][C:7]2[C:6]([C:4](=[O:5])[CH:3]=1)=[C:11]([OH:12])[CH:10]=[CH:9][CH:8]=2, predict the reactants needed to synthesize it. The reactants are: [OH-].[Li+].[CH3:3][C:4]([C:6]1[C:7]([OH:13])=[CH:8][CH:9]=[CH:10][C:11]=1[OH:12])=[O:5].[CH3:14][O:15][C:16]1[CH:17]=[C:18]([CH:22]=[CH:23][C:24]=1[O:25][CH3:26])[C:19](Cl)=O.Cl.